From a dataset of Catalyst prediction with 721,799 reactions and 888 catalyst types from USPTO. Predict which catalyst facilitates the given reaction. The catalyst class is: 6. Product: [Br:1][C:2]1[CH:3]=[C:22]([CH:7]=[C:8]([O:10][C@@H:11]([CH3:18])[CH2:12][O:13][C:14]([CH3:17])([CH3:16])[CH3:15])[CH:9]=1)[C:21]([OH:19])=[O:23]. Reactant: [Br:1][C:2]1[CH:3]=C([CH:7]=[C:8]([O:10][C@@H:11]([CH3:18])[CH2:12][O:13][C:14]([CH3:17])([CH3:16])[CH3:15])[CH:9]=1)C#N.[OH-:19].[Na+].[CH2:21]([OH:23])[CH3:22].